Dataset: Forward reaction prediction with 1.9M reactions from USPTO patents (1976-2016). Task: Predict the product of the given reaction. (1) Given the reactants [CH3:1][C:2]1[CH:3]=[C:4]([C@H:9]2[CH2:11][O:10]2)[CH:5]=[C:6]([CH3:8])[CH:7]=1.[Si:12]([O:19][C@H:20]1[CH2:24][CH2:23][NH:22][CH2:21]1)([C:15]([CH3:18])([CH3:17])[CH3:16])([CH3:14])[CH3:13], predict the reaction product. The product is: [Si:12]([O:19][C@H:20]1[CH2:24][CH2:23][N:22]([CH2:11][C@H:9]([C:4]2[CH:3]=[C:2]([CH3:1])[CH:7]=[C:6]([CH3:8])[CH:5]=2)[OH:10])[CH2:21]1)([C:15]([CH3:18])([CH3:17])[CH3:16])([CH3:14])[CH3:13]. (2) Given the reactants ClC(OC(Cl)C)=O.C[N:9]1[CH2:31][C:14]2=[C:15]3[C:19](=[CH:20][CH:21]=[C:13]2[O:12][CH2:11][CH2:10]1)[N:18]([S:22]([C:25]1[CH:30]=[CH:29][CH:28]=[CH:27][CH:26]=1)(=[O:24])=[O:23])[CH:17]=[CH:16]3.CN(C)C1C2C(=CC=CC=2N(C)C)C=CC=1.Cl.C(OCC)C, predict the reaction product. The product is: [C:25]1([S:22]([N:18]2[C:19]3[C:15](=[C:14]4[CH2:31][NH:9][CH2:10][CH2:11][O:12][C:13]4=[CH:21][CH:20]=3)[CH:16]=[CH:17]2)(=[O:24])=[O:23])[CH:30]=[CH:29][CH:28]=[CH:27][CH:26]=1.